Dataset: Forward reaction prediction with 1.9M reactions from USPTO patents (1976-2016). Task: Predict the product of the given reaction. (1) Given the reactants [O:1]1[CH2:6][CH2:5][CH2:4][CH2:3][CH:2]1[O:7][C:8]1[CH:16]=[CH:15][C:11]([C:12]([OH:14])=[O:13])=[CH:10][CH:9]=1.[CH3:17][O:18][C:19](=[O:31])[CH:20]=[CH:21][C:22]1[CH:27]=[CH:26][C:25](O)=[C:24]([O:29][CH3:30])[CH:23]=1.C(N=C=NC(C)C)(C)C, predict the reaction product. The product is: [CH3:17][O:18][C:19](=[O:31])[CH:20]=[CH:21][C:22]1[CH:27]=[CH:26][C:25]([O:13][C:12](=[O:14])[C:11]2[CH:15]=[CH:16][C:8]([O:7][CH:2]3[CH2:3][CH2:4][CH2:5][CH2:6][O:1]3)=[CH:9][CH:10]=2)=[C:24]([O:29][CH3:30])[CH:23]=1. (2) Given the reactants [Br:1][C:2]1[CH:3]=[CH:4][C:5](=[C:8]2[C:13](=[O:14])OC(C)(C)OC2=O)[NH:6][CH:7]=1.[CH2:18]([NH2:25])[C:19]1[CH:24]=[CH:23][CH:22]=[CH:21][CH:20]=1, predict the reaction product. The product is: [CH2:18]([NH:25][C:13](=[O:14])[CH2:8][C:5]1[CH:4]=[CH:3][C:2]([Br:1])=[CH:7][N:6]=1)[C:19]1[CH:24]=[CH:23][CH:22]=[CH:21][CH:20]=1. (3) Given the reactants [CH3:1][C:2]1[CH:10]=[CH:9][C:8]2[NH:7][C:6]3[CH:11]4[CH2:17][N:15]([CH2:16][C:5]=3[C:4]=2[CH:3]=1)[CH2:14][CH2:13][CH2:12]4.[CH3:18][C:19]1[CH:26]=[CH:25][CH:24]=[CH:23][C:20]=1[CH:21]=[CH2:22], predict the reaction product. The product is: [CH3:1][C:2]1[CH:10]=[CH:9][C:8]2[N:7]([CH2:22][CH2:21][C:20]3[CH:23]=[CH:24][CH:25]=[CH:26][C:19]=3[CH3:18])[C:6]3[CH:11]4[CH2:17][N:15]([CH2:16][C:5]=3[C:4]=2[CH:3]=1)[CH2:14][CH2:13][CH2:12]4. (4) Given the reactants [OH:1][CH2:2][C:3]1[O:7][N:6]=[C:5]([C:8]([O:10][CH2:11][CH3:12])=[O:9])[CH:4]=1.[Cl:13][C:14]1[CH:19]=[CH:18][CH:17]=[CH:16][C:15]=1O.C1(P(C2C=CC=CC=2)C2C=CC=CC=2)C=CC=CC=1.C(N(CC)CC)C.N(C(OC(C)C)=O)=NC(OC(C)C)=O, predict the reaction product. The product is: [Cl:13][C:14]1[CH:19]=[CH:18][CH:17]=[CH:16][C:15]=1[O:1][CH2:2][C:3]1[O:7][N:6]=[C:5]([C:8]([O:10][CH2:11][CH3:12])=[O:9])[CH:4]=1. (5) Given the reactants [C:1]([Si:5]([O:18][C@H:19]1[CH2:24][CH2:23][C@@:22]([C@H:26]2[CH2:34][CH2:33][C@@:32]3([CH3:35])[C@@H:28]([CH2:29][CH2:30][C:31]3=[CH2:36])[C@@H:27]2[CH2:37][O:38][Si](C(C)(C)C)(C)C)([CH3:25])[C@@H:21]([CH2:46][O:47][Si](C(C)(C)C)(C)C)[CH2:20]1)([C:12]1[CH:17]=[CH:16][CH:15]=[CH:14][CH:13]=1)[C:6]1[CH:11]=[CH:10][CH:9]=[CH:8][CH:7]=1)([CH3:4])([CH3:3])[CH3:2].O.C1COCC1.CC(C)=O, predict the reaction product. The product is: [Si:5]([O:18][C@@H:19]1[CH2:20][C@H:21]([CH2:46][OH:47])[C@:22]([C@H:26]2[CH2:34][CH2:33][C@@:32]3([CH3:35])[C@@H:28]([CH2:29][CH2:30][C:31]3=[CH2:36])[C@@H:27]2[CH2:37][OH:38])([CH3:25])[CH2:23][CH2:24]1)([C:1]([CH3:4])([CH3:3])[CH3:2])([C:12]1[CH:17]=[CH:16][CH:15]=[CH:14][CH:13]=1)[C:6]1[CH:7]=[CH:8][CH:9]=[CH:10][CH:11]=1.